From a dataset of M1 muscarinic receptor antagonist screen with 61,756 compounds. Binary Classification. Given a drug SMILES string, predict its activity (active/inactive) in a high-throughput screening assay against a specified biological target. (1) The compound is Fc1c(OCC(=O)c2c(O)c(c(O)cc2)C)cccc1. The result is 0 (inactive). (2) The molecule is O(c1c(CN2C(CCCC2)c2cccnc2)cccc1)C. The result is 0 (inactive). (3) The molecule is S(c1n(c(nn1)CNC(=O)c1cc(OC)c(OC)cc1)C)CC(OCC)=O. The result is 0 (inactive). (4) The drug is S(=O)(=O)(NCC(O)=O)c1cc(C(C)(C)C)cc(c1C)C. The result is 0 (inactive). (5) The drug is s1\c(n(c(c2ccccc2)c1)c1ccccc1)=C(/C(=O)N1CCOCC1)C#N. The result is 0 (inactive).